Dataset: Reaction yield outcomes from USPTO patents with 853,638 reactions. Task: Predict the reaction yield, written as a fraction of the theoretical maximum amount of product (1.0 means a 100% yield; for example, 0.34 means a 34% yield). (1) The reactants are [Li+].[CH3:2][Si]([N-][Si](C)(C)C)(C)C.[N:11]1([C:22]([O:24][C:25]([CH3:28])([CH3:27])[CH3:26])=[O:23])[CH2:16][CH2:15][CH:14]([C:17]([O:19][CH2:20][CH3:21])=[O:18])[CH2:13][CH2:12]1.CN([CH2:32][CH2:33]N(C)C)C. The catalyst is C1COCC1.[CH2-]C=C.[CH2-]C=C.Cl[Pd+].Cl[Pd+]. The product is [CH:33]1([C:14]2([C:17]([O:19][CH2:20][CH3:21])=[O:18])[CH2:13][CH2:12][N:11]([C:22]([O:24][C:25]([CH3:27])([CH3:26])[CH3:28])=[O:23])[CH2:16][CH2:15]2)[CH2:32][CH2:2]1. The yield is 0.280. (2) The reactants are [Na].CO.Cl[C:5]1[N:13]=[CH:12][CH:11]=[CH:10][C:6]=1[C:7]([OH:9])=[O:8].[C:14]([C:18]1[CH:23]=[CH:22][C:21]([OH:24])=[CH:20][CH:19]=1)([CH3:17])([CH3:16])[CH3:15]. The catalyst is O. The product is [C:14]([C:18]1[CH:19]=[CH:20][C:21]([O:24][C:5]2[N:13]=[CH:12][CH:11]=[CH:10][C:6]=2[C:7]([OH:9])=[O:8])=[CH:22][CH:23]=1)([CH3:17])([CH3:15])[CH3:16]. The yield is 0.860. (3) The reactants are [CH2:1]([O:8][C:9]1[CH:10]=[C:11]([CH:14]=[CH:15][C:16]=1[O:17][CH3:18])[CH:12]=O)[C:2]1[CH:7]=[CH:6][CH:5]=[CH:4][CH:3]=1.C([O-])(=O)C.[Na+].Cl.[NH2:25]O. The catalyst is C(O)(=O)C. The product is [CH2:1]([O:8][C:9]1[CH:10]=[C:11]([CH:14]=[CH:15][C:16]=1[O:17][CH3:18])[C:12]#[N:25])[C:2]1[CH:7]=[CH:6][CH:5]=[CH:4][CH:3]=1. The yield is 0.890. (4) The reactants are [O:1]1[CH2:6][CH2:5][CH2:4][O:3][CH:2]1[CH2:7][CH2:8][Mg]Br.[CH3:11][C:12]([S@:15](/[N:17]=[CH:18]/[C:19]1([C:25]2[CH:34]=[CH:33][C:32]3[C:27](=[CH:28][CH:29]=[CH:30][CH:31]=3)[CH:26]=2)[CH2:24][CH2:23][CH2:22][CH2:21][CH2:20]1)=[O:16])([CH3:14])[CH3:13].[O-]S([O-])(=O)=O.[Na+].[Na+]. The catalyst is CCOCC. The product is [O:1]1[CH2:6][CH2:5][CH2:4][O:3][CH:2]1[CH2:7][CH2:8][CH:18]([NH:17][S@@:15]([C:12]([CH3:14])([CH3:13])[CH3:11])=[O:16])[C:19]1([C:25]2[CH:34]=[CH:33][C:32]3[C:27](=[CH:28][CH:29]=[CH:30][CH:31]=3)[CH:26]=2)[CH2:20][CH2:21][CH2:22][CH2:23][CH2:24]1. The yield is 0.830. (5) The reactants are [C:1]([NH:4][C:5]1[NH:6][C:7](=[O:16])[C:8]2[N:14]=[C:13]([Cl:15])[CH:12]=[CH:11][C:9]=2[N:10]=1)(=[O:3])[CH3:2].[CH3:17][O:18][CH2:19][CH2:20]O. No catalyst specified. The product is [C:1]([NH:4][C:5]1[N:6]=[C:7]([O:16][CH2:20][CH2:19][O:18][CH3:17])[C:8]2[N:14]=[C:13]([Cl:15])[CH:12]=[CH:11][C:9]=2[N:10]=1)(=[O:3])[CH3:2]. The yield is 0.140. (6) The reactants are Cl[C:2]1[N:3]([CH2:28][CH2:29][CH3:30])[C:4](=[O:27])[C:5]2[NH:6][C:7]([C:11]3[CH:12]=[N:13][N:14]([CH2:16][C:17]4[CH:22]=[CH:21][CH:20]=[C:19]([C:23]([F:26])([F:25])[F:24])[CH:18]=4)[CH:15]=3)=[N:8][C:9]=2[N:10]=1.[CH2:31]([Mg]Br)[CH3:32]. The catalyst is O1CCOCC1.[Cl-].[Zn+2].[Cl-].C1C=CC([P]([Pd]([P](C2C=CC=CC=2)(C2C=CC=CC=2)C2C=CC=CC=2)([P](C2C=CC=CC=2)(C2C=CC=CC=2)C2C=CC=CC=2)[P](C2C=CC=CC=2)(C2C=CC=CC=2)C2C=CC=CC=2)(C2C=CC=CC=2)C2C=CC=CC=2)=CC=1. The product is [CH2:31]([C:2]1[N:3]([CH2:28][CH2:29][CH3:30])[C:4](=[O:27])[C:5]2[NH:6][C:7]([C:11]3[CH:12]=[N:13][N:14]([CH2:16][C:17]4[CH:22]=[CH:21][CH:20]=[C:19]([C:23]([F:26])([F:25])[F:24])[CH:18]=4)[CH:15]=3)=[N:8][C:9]=2[N:10]=1)[CH3:32]. The yield is 0.100.